From a dataset of Catalyst prediction with 721,799 reactions and 888 catalyst types from USPTO. Predict which catalyst facilitates the given reaction. (1) Reactant: [CH2:1]([O:3][C:4]([C:6]1[C:7](Cl)=[N:8][C:9]([S:12][CH3:13])=[N:10][CH:11]=1)=[O:5])[CH3:2].[CH3:15][NH2:16]. Product: [CH2:1]([O:3][C:4]([C:6]1[C:7]([NH:16][CH3:15])=[N:8][C:9]([S:12][CH3:13])=[N:10][CH:11]=1)=[O:5])[CH3:2]. The catalyst class is: 14. (2) Reactant: [N:1]1[CH:6]=[CH:5][CH:4]=[C:3](/[CH:7]=[CH:8]/[CH2:9][C:10]([OH:12])=O)[CH:2]=1.[NH2:13][CH2:14][CH2:15][S:16][S:17][CH2:18][CH2:19][NH:20][C:21](=[O:27])[O:22][C:23]([CH3:26])([CH3:25])[CH3:24].CCN=C=NCCCN(C)C. Product: [N:1]1[CH:6]=[CH:5][CH:4]=[C:3](/[CH:7]=[CH:8]/[CH2:9][C:10]([NH:13][CH2:14][CH2:15][S:16][S:17][CH2:18][CH2:19][NH:20][C:21](=[O:27])[O:22][C:23]([CH3:25])([CH3:24])[CH3:26])=[O:12])[CH:2]=1. The catalyst class is: 210. (3) Reactant: [H-].[Na+:2].[OH:3][C:4]1[CH:13]=[C:12]2[C:7]([CH:8]=[CH:9][N:10]=[CH:11]2)=[CH:6][CH:5]=1.[Br:14][C@H:15]([CH2:19][CH:20]([CH3:22])[CH3:21])[C:16]([OH:18])=[O:17]. Product: [CH:11]1[C:12]2[C:7](=[CH:6][CH:5]=[C:4]([O:3][C@@H:15]([CH2:19][CH:20]([CH3:22])[CH3:21])[C:16]([O-:18])=[O:17])[CH:13]=2)[CH:8]=[CH:9][N:10]=1.[Na+:2].[Br-:14].[Na+:2]. The catalyst class is: 7. (4) Reactant: [NH2:1][C:2]([C:4]1[C:5]2[S:27][C:26]([C:28]3[CH:33]=[CH:32][CH:31]=[CH:30][C:29]=3[O:34][CH2:35][C:36]3[CH:41]=[CH:40][CH:39]=[CH:38][CH:37]=3)=[CH:25][C:6]=2[C:7]([N:10]([CH3:24])[C@H:11]2[CH2:16][CH2:15][CH2:14][N:13](C(OC(C)(C)C)=O)[CH2:12]2)=[N:8][CH:9]=1)=[O:3].Cl. Product: [CH2:35]([O:34][C:29]1[CH:30]=[CH:31][CH:32]=[CH:33][C:28]=1[C:26]1[S:27][C:5]2[C:4]([C:2]([NH2:1])=[O:3])=[CH:9][N:8]=[C:7]([N:10]([CH3:24])[C@H:11]3[CH2:16][CH2:15][CH2:14][NH:13][CH2:12]3)[C:6]=2[CH:25]=1)[C:36]1[CH:37]=[CH:38][CH:39]=[CH:40][CH:41]=1. The catalyst class is: 71. (5) Reactant: Br[C:2]1[CH:3]=[CH:4][C:5]([CH3:23])=[C:6]([CH:8]2[CH2:17][C:16]([CH3:19])([CH3:18])[C:15]3[C:10](=[CH:11][CH:12]=[C:13]([C:20]([OH:22])=[O:21])[CH:14]=3)[NH:9]2)[CH:7]=1.[O:24]1[CH2:28][CH2:27][NH:26][C:25]1=[O:29].CNCCNC.C(=O)([O-])[O-].[K+].[K+]. Product: [CH3:18][C:16]1([CH3:19])[C:15]2[C:10](=[CH:11][CH:12]=[C:13]([C:20]([OH:22])=[O:21])[CH:14]=2)[NH:9][CH:8]([C:6]2[CH:7]=[C:2]([N:26]3[CH2:27][CH2:28][O:24][C:25]3=[O:29])[CH:3]=[CH:4][C:5]=2[CH3:23])[CH2:17]1. The catalyst class is: 767. (6) Reactant: [N:1]1([NH:7][C:8]([C:10]2[N:11]=[C:12]([C:23]3[CH:28]=[CH:27][C:26]([Cl:29])=[CH:25][C:24]=3[Cl:30])[N:13]([C:16]3[CH:21]=[CH:20][C:19]([OH:22])=[CH:18][CH:17]=3)[C:14]=2[CH3:15])=[O:9])[CH2:6][CH2:5][CH2:4][CH2:3][CH2:2]1.C(N(CC)CC)C.[CH2:38]([S:42](Cl)(=[O:44])=[O:43])[CH2:39][CH2:40][CH3:41].O. Product: [Cl:30][C:24]1[CH:25]=[C:26]([Cl:29])[CH:27]=[CH:28][C:23]=1[C:12]1[N:13]([C:16]2[CH:17]=[CH:18][C:19]([O:22][S:42]([CH2:38][CH2:39][CH2:40][CH3:41])(=[O:44])=[O:43])=[CH:20][CH:21]=2)[C:14]([CH3:15])=[C:10]([C:8](=[O:9])[NH:7][N:1]2[CH2:6][CH2:5][CH2:4][CH2:3][CH2:2]2)[N:11]=1. The catalyst class is: 2. (7) Reactant: C([O:3][C:4](=[O:23])[CH2:5][O:6][C:7]1[CH:12]=[CH:11][C:10]([C:13]2[CH:18]=[C:17]([C:19]#[N:20])[C:16](=[O:21])[NH:15][C:14]=2[CH3:22])=[CH:9][CH:8]=1)C.O.[OH-].[Li+]. Product: [C:19]([C:17]1[C:16](=[O:21])[NH:15][C:14]([CH3:22])=[C:13]([C:10]2[CH:11]=[CH:12][C:7]([O:6][CH2:5][C:4]([OH:23])=[O:3])=[CH:8][CH:9]=2)[CH:18]=1)#[N:20]. The catalyst class is: 38. (8) The catalyst class is: 40. Product: [NH2:1][C:4]1[C:11]([NH:12][C:13]2[CH:18]=[CH:17][CH:16]=[CH:15][C:14]=2[CH3:19])=[CH:10][CH:9]=[CH:8][C:5]=1[C:6]#[N:7]. Reactant: [N+:1]([C:4]1[C:11]([NH:12][C:13]2[CH:18]=[CH:17][CH:16]=[CH:15][C:14]=2[CH3:19])=[CH:10][CH:9]=[CH:8][C:5]=1[C:6]#[N:7])([O-])=O.S(S([O-])=O)([O-])=O.[Na+].[Na+].